Dataset: Full USPTO retrosynthesis dataset with 1.9M reactions from patents (1976-2016). Task: Predict the reactants needed to synthesize the given product. (1) Given the product [CH2:1]([O:8][C:9]1[CH:17]=[CH:16][C:12]([C:13](=[S:32])[NH2:15])=[CH:11][CH:10]=1)[CH2:2][CH2:3][CH2:4][CH2:5][CH2:6][CH3:7], predict the reactants needed to synthesize it. The reactants are: [CH2:1]([O:8][C:9]1[CH:17]=[CH:16][C:12]([C:13]([NH2:15])=O)=[CH:11][CH:10]=1)[CH2:2][CH2:3][CH2:4][CH2:5][CH2:6][CH3:7].O(C1C=CC(P2(=S)SP(=S)(C3C=CC(OC4C=CC=CC=4)=CC=3)[S:32]2)=CC=1)C1C=CC=CC=1. (2) Given the product [Br:1][C:2]1[C:3]([OH:8])=[C:4]([CH:5]=[CH:6][CH:7]=1)[CH:13]=[O:14], predict the reactants needed to synthesize it. The reactants are: [Br:1][C:2]1[CH:7]=[CH:6][CH:5]=[CH:4][C:3]=1[OH:8].[Mg+2].[Cl-].[Cl-].C[CH2:13][O:14]C(C)=O. (3) Given the product [CH3:6][C:7]1[N:8]([CH2:25][CH2:26][CH2:27][CH2:28][CH2:29][S:30][CH3:31])[C:9]2[C:14]([CH3:15])=[C:13]([CH3:16])[N:12]=[C:11]([NH2:5])[C:10]=2[N:24]=1, predict the reactants needed to synthesize it. The reactants are: C([O-])(=O)C.[NH4+:5].[CH3:6][C:7]1[N:8]([CH2:25][CH2:26][CH2:27][CH2:28][CH2:29][S:30][CH3:31])[C:9]2[C:14]([CH3:15])=[C:13]([CH3:16])[N:12]=[C:11](OC3C=CC=CC=3)[C:10]=2[N:24]=1.[OH-].[Na+]. (4) The reactants are: [CH2:1]([C:3]1[N:13]([CH2:14][C:15]2[CH:20]=[CH:19][C:18]([NH2:21])=[CH:17][CH:16]=2)[C:6]2=[N:7][C:8]([CH3:12])=[CH:9][C:10]([CH3:11])=[C:5]2[N:4]=1)[CH3:2].[Cl:22][CH2:23][CH2:24][CH2:25][CH2:26][C:27](O)=[O:28].CCN=C=NCCCN(C)C.Cl.CCN(C(C)C)C(C)C. Given the product [CH2:1]([C:3]1[N:13]([CH2:14][C:15]2[CH:16]=[CH:17][C:18]([NH:21][C:27](=[O:28])[CH2:26][CH2:25][CH2:24][CH2:23][Cl:22])=[CH:19][CH:20]=2)[C:6]2=[N:7][C:8]([CH3:12])=[CH:9][C:10]([CH3:11])=[C:5]2[N:4]=1)[CH3:2], predict the reactants needed to synthesize it. (5) Given the product [OH:48][CH2:47][C@@H:19]1[C@@H:20]([OH:39])[C@H:21]([OH:31])[C@H:22]([OH:23])[C@@H:17]([C:15]2[N:14]=[N:13][N:12]([C@@H:5]3[C@@H:6]([OH:11])[C@@H:7]([OH:10])[C@H:8]([OH:9])[C@@H:3]([CH2:2][OH:1])[O:4]3)[CH:16]=2)[O:18]1, predict the reactants needed to synthesize it. The reactants are: [OH:1][CH2:2][C@@H:3]1[C@@H:8]([OH:9])[C@H:7]([OH:10])[C@H:6]([OH:11])[C@@H:5]([N:12]2[CH:16]=[C:15]([C@@H:17]3[C@@H:22]([O:23]CC4C=CC=CC=4)[C@@H:21]([O:31]CC4C=CC=CC=4)[C@H:20]([O:39]CC4C=CC=CC=4)[C@@H:19]([CH2:47][O:48]CC4C=CC=CC=4)[O:18]3)[N:14]=[N:13]2)[O:4]1.C(O)(=O)C. (6) Given the product [CH2:12]([NH:15][C:4]1[NH:3][C:2]([Cl:1])=[N:10][C:9]2[C:5]=1[N:6]=[CH:7][N:8]=2)[CH2:13][CH3:14], predict the reactants needed to synthesize it. The reactants are: [Cl:1][C:2]1[N:10]=[C:9]2[C:5]([NH:6][CH:7]=[N:8]2)=[C:4](Cl)[N:3]=1.[CH2:12]([NH2:15])[CH2:13][CH3:14]. (7) Given the product [CH2:1]([O:3][C:4]([C:6]1[N:11]=[C:10]([CH3:21])[C:9]2[N:13]=[C:14]([C:16]([CH3:19])([CH3:18])[CH3:17])[S:15][C:8]=2[C:7]=1[OH:20])=[O:5])[CH3:2], predict the reactants needed to synthesize it. The reactants are: [CH2:1]([O:3][C:4]([C:6]1[N:11]=[C:10](Br)[C:9]2[N:13]=[C:14]([C:16]([CH3:19])([CH3:18])[CH3:17])[S:15][C:8]=2[C:7]=1[OH:20])=[O:5])[CH3:2].[CH3:21][Sn](C)(C)C.